Dataset: Full USPTO retrosynthesis dataset with 1.9M reactions from patents (1976-2016). Task: Predict the reactants needed to synthesize the given product. Given the product [Cl:1][C:2]1[CH:7]=[C:6]([Cl:8])[CH:5]=[CH:4][C:3]=1[C:13]1[N:18]=[C:17]([NH2:19])[N:16]=[C:15]([NH:20][CH3:21])[CH:14]=1, predict the reactants needed to synthesize it. The reactants are: [Cl:1][C:2]1[CH:7]=[C:6]([Cl:8])[CH:5]=[CH:4][C:3]=1B(O)O.Cl[C:13]1[N:18]=[C:17]([NH2:19])[N:16]=[C:15]([NH:20][CH3:21])[CH:14]=1.